Predict which catalyst facilitates the given reaction. From a dataset of Catalyst prediction with 721,799 reactions and 888 catalyst types from USPTO. Reactant: Br[C:2]1[CH:11]=[C:10]2[C:5]([C:6]([OH:22])=[C:7]([C:14]([NH:16][CH2:17][C:18]([O:20]C)=[O:19])=[O:15])[C:8](=[O:13])[N:9]2[CH3:12])=[CH:4][CH:3]=1.C(Cl)(Cl)Cl.CC(C1C=C(C(C)C)C(C2C=CC=CC=2P(C2CCCCC2)C2CCCCC2)=C(C(C)C)C=1)C.[NH:61]1[CH2:66][CH2:65][O:64][CH2:63][CH2:62]1.CC(C)([O-])C.[Na+]. Product: [OH:22][C:6]1[C:5]2[C:10](=[CH:11][C:2]([N:61]3[CH2:66][CH2:65][O:64][CH2:63][CH2:62]3)=[CH:3][CH:4]=2)[N:9]([CH3:12])[C:8](=[O:13])[C:7]=1[C:14]([NH:16][CH2:17][C:18]([OH:20])=[O:19])=[O:15]. The catalyst class is: 62.